Dataset: Catalyst prediction with 721,799 reactions and 888 catalyst types from USPTO. Task: Predict which catalyst facilitates the given reaction. (1) Reactant: C([O:8][C:9]1[CH:18]=[C:17]2[C:12]([C:13]([NH:19][C:20]3[CH:21]=[N:22][C:23]([NH:26][C:27](=[O:36])[C:28]4[CH:33]=[CH:32][C:31]([F:34])=[C:30]([Cl:35])[CH:29]=4)=[N:24][CH:25]=3)=[N:14][CH:15]=[N:16]2)=[CH:11][C:10]=1[O:37][CH3:38])C1C=CC=CC=1. Product: [Cl:35][C:30]1[CH:29]=[C:28]([CH:33]=[CH:32][C:31]=1[F:34])[C:27]([NH:26][C:23]1[N:22]=[CH:21][C:20]([NH:19][C:13]2[C:12]3[C:17](=[CH:18][C:9]([OH:8])=[C:10]([O:37][CH3:38])[CH:11]=3)[N:16]=[CH:15][N:14]=2)=[CH:25][N:24]=1)=[O:36]. The catalyst class is: 55. (2) Reactant: [H-].[Na+].[CH2:3]([O:5][C:6](=[O:16])[CH2:7]P(OCC)(OCC)=O)[CH3:4].O[CH:18]1[C:26]2[C:21](=[CH:22][CH:23]=[C:24]([S:27]([CH3:30])(=[O:29])=[O:28])[CH:25]=2)[C:20](=[O:31])[N:19]1[CH2:32][C:33]([F:36])([F:35])[F:34].CC(=O)OCC. Product: [CH2:3]([O:5][C:6](=[O:16])[CH2:7][CH:18]1[C:26]2[C:21](=[CH:22][CH:23]=[C:24]([S:27]([CH3:30])(=[O:28])=[O:29])[CH:25]=2)[C:20](=[O:31])[N:19]1[CH2:32][C:33]([F:34])([F:36])[F:35])[CH3:4]. The catalyst class is: 57. (3) Reactant: C[N:2]([CH3:23])/[CH:3]=[C:4](/[C:10]1[C:15]([C:16]([O:18]CC)=O)=[CH:14][N:13]=[C:12]([S:21][CH3:22])[N:11]=1)\[C:5]([O:7][CH2:8][CH3:9])=[O:6].[CH2:24](N)[CH:25]=C.Cl.ClCCl. Product: [CH2:23]([N:2]1[CH:3]=[C:4]([C:5]([O:7][CH2:8][CH3:9])=[O:6])[C:10]2[N:11]=[C:12]([S:21][CH3:22])[N:13]=[CH:14][C:15]=2[C:16]1=[O:18])[CH:24]=[CH2:25]. The catalyst class is: 8. (4) Reactant: C([Li])CCC.Br[C:7]1[CH:15]=[CH:14][CH:13]=[C:12]2[C:8]=1[CH2:9][CH2:10][C@@H:11]2[O:16][Si:17]([C:20]([CH3:23])([CH3:22])[CH3:21])([CH3:19])[CH3:18].CON(C)[C:27]([CH:29]1[CH2:34][CH2:33][O:32][CH2:31][CH2:30]1)=[O:28].C([O-])(O)=O.[Na+]. Product: [C:20]([Si:17]([CH3:19])([CH3:18])[O:16][C@@H:11]1[C:12]2[C:8](=[C:7]([C:27]([CH:29]3[CH2:34][CH2:33][O:32][CH2:31][CH2:30]3)=[O:28])[CH:15]=[CH:14][CH:13]=2)[CH2:9][CH2:10]1)([CH3:23])([CH3:22])[CH3:21]. The catalyst class is: 7. (5) Reactant: Br[C:2]1[CH:3]=[CH:4][C:5]2[O:9][C:8]([CH2:10][CH2:11][N:12]3[CH2:16][CH2:15][CH2:14][C@H:13]3[CH3:17])=[CH:7][C:6]=2[CH:18]=1.C([Li])(C)(C)C.[F:24][C:25]1[CH:26]=[C:27]([S:31][S:31][C:27]2[CH:28]=[CH:29][CH:30]=[C:25]([F:24])[CH:26]=2)[CH:28]=[CH:29][CH:30]=1. Product: [F:24][C:25]1[CH:26]=[C:27]([S:31][C:2]2[CH:3]=[CH:4][C:5]3[O:9][C:8]([CH2:10][CH2:11][N:12]4[CH2:16][CH2:15][CH2:14][C@H:13]4[CH3:17])=[CH:7][C:6]=3[CH:18]=2)[CH:28]=[CH:29][CH:30]=1. The catalyst class is: 7. (6) Reactant: [CH3:1][N:2]1[C:11]2[C:6](=[CH:7][C:8]([C:12]3[CH:13]=[C:14]([NH:18][C:19]([CH2:21][O:22]C(=O)C)=[O:20])[CH:15]=[N:16][CH:17]=3)=[CH:9][CH:10]=2)[CH2:5][CH2:4][C:3]1=[O:26].C([O-])([O-])=O.[Na+].[Na+]. Product: [OH:22][CH2:21][C:19]([NH:18][C:14]1[CH:15]=[N:16][CH:17]=[C:12]([C:8]2[CH:7]=[C:6]3[C:11](=[CH:10][CH:9]=2)[N:2]([CH3:1])[C:3](=[O:26])[CH2:4][CH2:5]3)[CH:13]=1)=[O:20]. The catalyst class is: 5.